Dataset: Reaction yield outcomes from USPTO patents with 853,638 reactions. Task: Predict the reaction yield, written as a fraction of the theoretical maximum amount of product (1.0 means a 100% yield; for example, 0.34 means a 34% yield). (1) The reactants are ClC1N=C(OC)N=C(OC)N=1.[F:12][C:13]([F:38])([F:37])[C:14]1[CH:36]=[CH:35][CH:34]=[CH:33][C:15]=1[C:16]([N:18]1[CH2:23][CH2:22][N:21]([C:24]2[N:29]=[N:28][C:27]([C:30]([OH:32])=O)=[CH:26][CH:25]=2)[CH2:20][CH2:19]1)=[O:17].CN1CCOCC1.[Cl:46][C:47]1[CH:53]=[CH:52][C:50]([NH2:51])=[CH:49][CH:48]=1. The product is [Cl:46][C:47]1[CH:53]=[CH:52][C:50]([NH:51][C:30]([C:27]2[N:28]=[N:29][C:24]([N:21]3[CH2:20][CH2:19][N:18]([C:16](=[O:17])[C:15]4[CH:33]=[CH:34][CH:35]=[CH:36][C:14]=4[C:13]([F:37])([F:12])[F:38])[CH2:23][CH2:22]3)=[CH:25][CH:26]=2)=[O:32])=[CH:49][CH:48]=1. The yield is 0.670. The catalyst is C1COCC1.C(OCC)(=O)C. (2) The reactants are [CH3:1][O:2][C:3](=[O:11])[C:4]1[CH:9]=[CH:8][C:7](F)=[CH:6][CH:5]=1.C(=O)([O-])[O-].[K+].[K+].ClC1C=C(C=CC=1OC)C[N:23]1[CH2:28][CH2:27][CH:26]([NH:29][C:30]([N:32]2[CH2:37][CH2:36][C:35](=[CH:38][C:39]3[CH:44]=[C:43]([F:45])[CH:42]=[CH:41][C:40]=3[F:46])[CH2:34][CH2:33]2)=[O:31])[CH2:25][CH2:24]1.O. The catalyst is CN(C=O)C. The product is [F:46][C:40]1[CH:41]=[CH:42][C:43]([F:45])=[CH:44][C:39]=1[CH:38]=[C:35]1[CH2:36][CH2:37][N:32]([C:30]([NH:29][CH:26]2[CH2:25][CH2:24][N:23]([C:7]3[CH:8]=[CH:9][C:4]([C:3]([O:2][CH3:1])=[O:11])=[CH:5][CH:6]=3)[CH2:28][CH2:27]2)=[O:31])[CH2:33][CH2:34]1. The yield is 0.0400. (3) The reactants are [C:1]([C:3]1[CH:32]=[CH:31][C:6]([O:7][CH2:8][CH:9]([OH:30])[CH2:10][N:11]2[CH2:18][CH:17]3[CH2:19][CH:13]([CH2:14][N:15]([C:20]([NH:22][CH2:23][CH2:24][C:25]([O:27]CC)=O)=[O:21])[CH2:16]3)[CH2:12]2)=[CH:5][CH:4]=1)#[N:2].[CH2:33]([NH2:35])[CH3:34].C(N)CC. No catalyst specified. The product is [C:1]([C:3]1[CH:4]=[CH:5][C:6]([O:7][CH2:8][CH:9]([OH:30])[CH2:10][N:11]2[CH2:18][CH:17]3[CH2:19][CH:13]([CH2:14][N:15]([C:20]([NH:22][CH2:23][CH2:24][C:25]([NH:35][CH2:33][CH3:34])=[O:27])=[O:21])[CH2:16]3)[CH2:12]2)=[CH:31][CH:32]=1)#[N:2]. The yield is 0.220. (4) The catalyst is C(Cl)(Cl)Cl.[Cu](I)I.CO.O1CCOCC1. The reactants are [S:1]1[C:5]2[CH:6]=[C:7]([N:10]3[CH2:14][CH2:13][NH:12][C:11]3=[O:15])[CH:8]=[CH:9][C:4]=2[N:3]=[CH:2]1.Br[C:17]1[CH:18]=[N:19][CH:20]=[CH:21][C:22]=1[CH:23]([O:26][CH3:27])[O:24][CH3:25].CNC1CCCCC1NC.P([O-])([O-])([O-])=O.[K+].[K+].[K+]. The product is [S:1]1[C:5]2[CH:6]=[C:7]([N:10]3[CH2:14][CH2:13][N:12]([C:21]4[CH:20]=[N:19][CH:18]=[CH:17][C:22]=4[CH:23]([O:26][CH3:27])[O:24][CH3:25])[C:11]3=[O:15])[CH:8]=[CH:9][C:4]=2[N:3]=[CH:2]1. The yield is 0.529.